From a dataset of NCI-60 drug combinations with 297,098 pairs across 59 cell lines. Regression. Given two drug SMILES strings and cell line genomic features, predict the synergy score measuring deviation from expected non-interaction effect. (1) Drug 1: C1=NC2=C(N=C(N=C2N1C3C(C(C(O3)CO)O)O)F)N. Drug 2: CCCCC(=O)OCC(=O)C1(CC(C2=C(C1)C(=C3C(=C2O)C(=O)C4=C(C3=O)C=CC=C4OC)O)OC5CC(C(C(O5)C)O)NC(=O)C(F)(F)F)O. Cell line: SNB-75. Synergy scores: CSS=52.7, Synergy_ZIP=-0.0959, Synergy_Bliss=-1.23, Synergy_Loewe=-18.0, Synergy_HSA=-1.94. (2) Drug 1: CS(=O)(=O)CCNCC1=CC=C(O1)C2=CC3=C(C=C2)N=CN=C3NC4=CC(=C(C=C4)OCC5=CC(=CC=C5)F)Cl. Drug 2: CC(C)(C#N)C1=CC(=CC(=C1)CN2C=NC=N2)C(C)(C)C#N. Cell line: UACC-257. Synergy scores: CSS=-3.09, Synergy_ZIP=3.70, Synergy_Bliss=5.02, Synergy_Loewe=-3.25, Synergy_HSA=-1.46. (3) Synergy scores: CSS=19.0, Synergy_ZIP=-3.88, Synergy_Bliss=-7.03, Synergy_Loewe=-20.6, Synergy_HSA=-0.761. Cell line: HCC-2998. Drug 2: CC1=C(C(=O)C2=C(C1=O)N3CC4C(C3(C2COC(=O)N)OC)N4)N. Drug 1: CNC(=O)C1=NC=CC(=C1)OC2=CC=C(C=C2)NC(=O)NC3=CC(=C(C=C3)Cl)C(F)(F)F. (4) Drug 1: CN(C)N=NC1=C(NC=N1)C(=O)N. Drug 2: C1=CN(C(=O)N=C1N)C2C(C(C(O2)CO)O)O.Cl. Cell line: HOP-62. Synergy scores: CSS=40.9, Synergy_ZIP=0.385, Synergy_Bliss=-1.68, Synergy_Loewe=-61.7, Synergy_HSA=-3.90. (5) Drug 1: CCC1=CC2CC(C3=C(CN(C2)C1)C4=CC=CC=C4N3)(C5=C(C=C6C(=C5)C78CCN9C7C(C=CC9)(C(C(C8N6C)(C(=O)OC)O)OC(=O)C)CC)OC)C(=O)OC.C(C(C(=O)O)O)(C(=O)O)O. Drug 2: C1=NNC2=C1C(=O)NC=N2. Cell line: OVCAR3. Synergy scores: CSS=62.7, Synergy_ZIP=-3.20, Synergy_Bliss=-1.11, Synergy_Loewe=-44.1, Synergy_HSA=-0.282. (6) Cell line: OVCAR3. Synergy scores: CSS=8.83, Synergy_ZIP=-2.46, Synergy_Bliss=1.10, Synergy_Loewe=-1.68, Synergy_HSA=-2.10. Drug 1: C1CCN(CC1)CCOC2=CC=C(C=C2)C(=O)C3=C(SC4=C3C=CC(=C4)O)C5=CC=C(C=C5)O. Drug 2: C1CN(CCN1C(=O)CCBr)C(=O)CCBr.